The task is: Predict the reaction yield, written as a fraction of the theoretical maximum amount of product (1.0 means a 100% yield; for example, 0.34 means a 34% yield).. This data is from Reaction yield outcomes from USPTO patents with 853,638 reactions. (1) The reactants are C([O:3][C:4]([C:6]1([CH2:37][CH3:38])[CH2:11][CH2:10][N:9]([C:12]2[N:17]=[CH:16][C:15]([C:18]3[CH:19]=[C:20](/[CH:33]=[N:34]/OC)[C:21]4[S:25][C:24]([NH:26][C:27](=[O:31])[NH:28][CH2:29][CH3:30])=[N:23][C:22]=4[CH:32]=3)=[CH:14][N:13]=2)[CH2:8][CH2:7]1)=[O:5])C.[OH2:39].CC#N. The catalyst is CO.[OH-].[Na+].O. The product is [C:33]([C:20]1[C:21]2[S:25][C:24]([NH:26][C:27](=[O:31])[NH:28][CH2:29][CH3:30])=[N:23][C:22]=2[CH:32]=[C:18]([C:15]2[CH:14]=[N:13][C:12]([N:9]3[CH2:8][CH2:7][C:6]([CH2:37][CH3:38])([C:4]([OH:3])=[O:5])[CH2:11][CH2:10]3)=[N:17][CH:16]=2)[CH:19]=1)(=[O:39])[NH2:34]. The yield is 0.0500. (2) The reactants are [F:1][C:2]1[C:3]([C:8]2([CH2:12][NH:13][C:14]3[N:15]=[N:16][C:17]([C:20]4[C:21]([O:26]C)=[N:22][CH:23]=[CH:24][CH:25]=4)=[CH:18][CH:19]=3)[CH2:11][CH2:10][CH2:9]2)=[N:4][CH:5]=[CH:6][CH:7]=1.Cl. The catalyst is CO. The product is [F:1][C:2]1[C:3]([C:8]2([CH2:12][NH:13][C:14]3[N:15]=[N:16][C:17]([C:20]4[C:21]([OH:26])=[N:22][CH:23]=[CH:24][CH:25]=4)=[CH:18][CH:19]=3)[CH2:11][CH2:10][CH2:9]2)=[N:4][CH:5]=[CH:6][CH:7]=1. The yield is 0.950. (3) The yield is 0.430. The product is [F:55][C:52]1[CH:53]=[CH:54][C:49]([C:48]#[C:47][CH2:46][O:1][C:2]2[CH:3]=[CH:4][C:5]([C:8]3[N:16]([CH2:17][O:18][CH2:19][CH2:20][Si:21]([CH3:24])([CH3:23])[CH3:22])[C:15]4[C:14](=[O:25])[N:13]([CH2:26][CH2:27][CH3:28])[C:12]([C:29]5[CH:34]=[CH:33][CH:32]=[C:31]([C:35]([F:38])([F:37])[F:36])[CH:30]=5)=[N:11][C:10]=4[N:9]=3)=[CH:6][CH:7]=2)=[CH:50][CH:51]=1. The catalyst is CC(C)=O. The reactants are [OH:1][C:2]1[CH:7]=[CH:6][C:5]([C:8]2[N:16]([CH2:17][O:18][CH2:19][CH2:20][Si:21]([CH3:24])([CH3:23])[CH3:22])[C:15]3[C:14](=[O:25])[N:13]([CH2:26][CH2:27][CH3:28])[C:12]([C:29]4[CH:34]=[CH:33][CH:32]=[C:31]([C:35]([F:38])([F:37])[F:36])[CH:30]=4)=[N:11][C:10]=3[N:9]=2)=[CH:4][CH:3]=1.C(=O)([O-])[O-].[K+].[K+].Br[CH2:46][C:47]#[C:48][C:49]1[CH:54]=[CH:53][C:52]([F:55])=[CH:51][CH:50]=1. (4) The reactants are C(O)[C@H]1OC(O)[C@H](O)[C@@H](O)[C@@H]1O.O.O.O.O.O.O.[Cl-].[Mg+2].[Cl-].[C:22]([O:26][C:27]([N:29]1[CH2:36][CH2:35][C:32]2([CH2:34][CH2:33]2)[C:31](=[O:37])[CH2:30]1)=[O:28])([CH3:25])([CH3:24])[CH3:23].C1C=[N+]([C@@H]2O[C@H](COP(OP(OC[C@H]3O[C@@H](N4C5N=CN=C(N)C=5N=C4)[C@H](O)[C@@H]3O)(O)=O)([O-])=O)[C@@H](O)[C@H]2O)C=C(C(N)=O)C=1.O=C[C@@H]([C@H]([C@@H]([C@@H](CO)O)O)O)O.[OH-].[Na+]. The catalyst is C1N(CCS(O)(=O)=O)CCOC1.CCCCCCC. The product is [C:22]([O:26][C:27]([N:29]1[CH2:36][CH2:35][C:32]2([CH2:34][CH2:33]2)[C@H:31]([OH:37])[CH2:30]1)=[O:28])([CH3:25])([CH3:23])[CH3:24]. The yield is 0.930. (5) The reactants are [CH3:1][C@H:2]1[C@@H:11]2[CH2:12][CH2:13][C:14]3([CH3:18])[O:16][O:17][C@:10]42[C@H:5]([C@@H:6]([CH3:20])[C@@H:7](O)[O:8][C@@H:9]4[O:15]3)[CH2:4][CH2:3]1.FC(F)(F)C(OC(=O)C(F)(F)F)=O. The catalyst is ClCCl.CN(C1C=CN=CC=1)C. The product is [CH3:1][C@H:2]1[C@@H:11]2[CH2:12][CH2:13][C@@:14]3([CH3:18])[O:16][O:17][C@:10]42[C@H:5]([C:6]([CH3:20])=[CH:7][O:8][C@@H:9]4[O:15]3)[CH2:4][CH2:3]1. The yield is 0.250. (6) The reactants are [NH:1]1[C:9]2[CH:8]=[CH:7][N:6]=[C:5]([NH:10][CH2:11][C:12]3[CH:19]=[CH:18][C:15]([C:16]#[N:17])=[CH:14][CH:13]=3)[C:4]=2[CH:3]=[CH:2]1.[C:20](O[C:20]([O:22][C:23]([CH3:26])([CH3:25])[CH3:24])=[O:21])([O:22][C:23]([CH3:26])([CH3:25])[CH3:24])=[O:21].[BH4-].[Na+]. The catalyst is CO.O.O.O.O.O.O.[Ni](Cl)Cl. The product is [C:23]([O:22][C:20](=[O:21])[NH:17][CH2:16][C:15]1[CH:18]=[CH:19][C:12]([CH2:11][NH:10][C:5]2[C:4]3[CH:3]=[CH:2][NH:1][C:9]=3[CH:8]=[CH:7][N:6]=2)=[CH:13][CH:14]=1)([CH3:26])([CH3:25])[CH3:24]. The yield is 0.420. (7) The reactants are C(OC([N:8]1[CH2:15][CH:14]2[CH2:16][CH:10]([C:11]3[N:12]([C:17](=[O:23])[CH:18]=[C:19]([CH2:21]O)[CH:20]=3)[CH2:13]2)[CH2:9]1)=O)(C)(C)C. The catalyst is C(O)(C(F)(F)F)=O.C(Cl)Cl.C(OCC)(=O)C. The product is [CH3:21][C:19]1[CH:20]=[C:11]2[CH:10]3[CH2:16][CH:14]([CH2:15][NH:8][CH2:9]3)[CH2:13][N:12]2[C:17](=[O:23])[CH:18]=1. The yield is 0.870. (8) The reactants are [CH3:1][C:2]1[CH:7]=[C:6]([O:8][C:9]2[CH:14]=[CH:13][C:12]([NH2:15])=[CH:11][CH:10]=2)[CH:5]=[CH:4][N:3]=1.[NH2:16][C:17]1[N:22]=[C:21](Cl)[CH:20]=[C:19]([Cl:24])[N:18]=1.Cl. The catalyst is O.CC(O)C. The product is [Cl:24][C:19]1[N:18]=[C:17]([NH2:16])[N:22]=[C:21]([NH:15][C:12]2[CH:13]=[CH:14][C:9]([O:8][C:6]3[CH:5]=[CH:4][N:3]=[C:2]([CH3:1])[CH:7]=3)=[CH:10][CH:11]=2)[CH:20]=1. The yield is 0.640. (9) The reactants are COC(C1C=C(O)N(C2C=CC=CC=2F)N=1)=O.C(=O)([O-])[O-].[Cs+].[Cs+].BrCC1C=CC=CC=1C#N.C[O:35][C:36]([C:38]1[CH:42]=[C:41]([O:43][CH2:44][C:45]2[CH:50]=[CH:49][CH:48]=[CH:47][C:46]=2[C:51]#[N:52])[N:40]([C:53]2[CH:58]=[CH:57][CH:56]=[CH:55][C:54]=2[F:59])[N:39]=1)=[O:37].[OH-].[Li+]. The catalyst is CN(C=O)C.C1COCC1.O. The product is [C:51]([C:46]1[CH:47]=[CH:48][CH:49]=[CH:50][C:45]=1[CH2:44][O:43][C:41]1[N:40]([C:53]2[CH:58]=[CH:57][CH:56]=[CH:55][C:54]=2[F:59])[N:39]=[C:38]([C:36]([OH:37])=[O:35])[CH:42]=1)#[N:52]. The yield is 0.860. (10) The reactants are [Br:1][C:2]1[CH:3]=[C:4]([C:8]([C:13]([O:15][C:16]([CH3:19])([CH3:18])[CH3:17])=[O:14])([CH3:12])[C:9]([OH:11])=[O:10])[CH:5]=[CH:6][CH:7]=1.[C:20]1(C)C=CC=CC=1.[Si](C=[N+]=[N-])(C)(C)C. The catalyst is CO. The product is [Br:1][C:2]1[CH:3]=[C:4]([C:8]([C:13]([O:15][C:16]([CH3:19])([CH3:18])[CH3:17])=[O:14])([CH3:12])[C:9]([O:11][CH3:20])=[O:10])[CH:5]=[CH:6][CH:7]=1. The yield is 1.00.